From a dataset of Catalyst prediction with 721,799 reactions and 888 catalyst types from USPTO. Predict which catalyst facilitates the given reaction. (1) Reactant: [CH:1]1([N:7]2[CH2:11][CH2:10][CH:9]([CH2:12][C:13]3[CH:22]=[CH:21][C:20]4[C:15](=[CH:16][C:17]([CH:23]=[CH2:24])=[CH:18][CH:19]=4)[CH:14]=3)[C:8]2=[O:25])[CH2:6][CH2:5][CH2:4][CH2:3][CH2:2]1. Product: [CH:1]1([N:7]2[CH2:11][CH2:10][CH:9]([CH2:12][C:13]3[CH:22]=[CH:21][C:20]4[C:15](=[CH:16][C:17]([CH2:23][CH3:24])=[CH:18][CH:19]=4)[CH:14]=3)[C:8]2=[O:25])[CH2:2][CH2:3][CH2:4][CH2:5][CH2:6]1. The catalyst class is: 43. (2) The catalyst class is: 6. Reactant: [CH3:1][CH:2]([CH3:17])[CH2:3][CH2:4][C:5](=NOCC(O)=O)[C:6]1[CH:10]=[CH:9][S:8][CH:7]=1.[OH-].[Na+].S(OOS([O-])(=O)=O)([O-])(=O)=[O:21].[K+].[K+]. Product: [CH3:17][C:2]1([CH3:1])[C:7]2[S:8][CH:9]=[CH:10][C:6]=2[C:5](=[O:21])[CH2:4][CH2:3]1. (3) Reactant: Br[C:2]1[C:3]([CH3:14])=[N:4][N:5]([C:7]([O:9][C:10]([CH3:13])([CH3:12])[CH3:11])=[O:8])[CH:6]=1.[CH3:15][C:16]1([CH3:32])[C:20]([CH3:22])([CH3:21])[O:19][B:18]([B:18]2[O:19][C:20]([CH3:22])([CH3:21])[C:16]([CH3:32])([CH3:15])[O:17]2)[O:17]1.C([O-])(=O)C.[K+]. Product: [CH3:14][C:3]1[C:2]([B:18]2[O:19][C:20]([CH3:22])([CH3:21])[C:16]([CH3:32])([CH3:15])[O:17]2)=[CH:6][N:5]([C:7]([O:9][C:10]([CH3:13])([CH3:12])[CH3:11])=[O:8])[N:4]=1. The catalyst class is: 57. (4) Reactant: CC(C)([O-])C.[K+].[CH2:7]([O:14][C:15]1[CH:20]=[CH:19][CH:18]=[CH:17][C:16]=1[OH:21])[C:8]1[CH:13]=[CH:12][CH:11]=[CH:10][CH:9]=1.[CH2:22]([O:24][C:25](=[O:30])[CH:26]=[C:27](Cl)[CH3:28])[CH3:23]. Product: [CH2:22]([O:24][C:25](=[O:30])/[CH:26]=[C:27](/[O:21][C:16]1[CH:17]=[CH:18][CH:19]=[CH:20][C:15]=1[O:14][CH2:7][C:8]1[CH:9]=[CH:10][CH:11]=[CH:12][CH:13]=1)\[CH3:28])[CH3:23]. The catalyst class is: 7. (5) Reactant: [Al].[Li].[H-].O1CCC[CH2:5]1.C[N:10]([C:34]1[CH:35]=[N:36][N:37]([CH3:59])[C:38]=1[NH:39][C:40]([C:53]1[CH:58]=[CH:57][CH:56]=[CH:55][CH:54]=1)([C:47]1[CH:52]=[CH:51][CH:50]=[CH:49][CH:48]=1)[C:41]1[CH:46]=[CH:45][CH:44]=[CH:43][CH:42]=1)[C:11](=O)[CH2:12][NH:13][C:14]([C:27]1[CH:32]=[CH:31][CH:30]=[CH:29][CH:28]=1)([C:21]1[CH:26]=[CH:25][CH:24]=[CH:23][CH:22]=1)[C:15]1[CH:20]=[CH:19][CH:18]=[CH:17][CH:16]=1.[F-].[Na+]. Product: [CH3:5][C:34]1([NH:10][CH2:11][CH2:12][NH:13][C:14]([C:21]2[CH:22]=[CH:23][CH:24]=[CH:25][CH:26]=2)([C:27]2[CH:32]=[CH:31][CH:30]=[CH:29][CH:28]=2)[C:15]2[CH:20]=[CH:19][CH:18]=[CH:17][CH:16]=2)[CH:38]([NH:39][C:40]([C:41]2[CH:46]=[CH:45][CH:44]=[CH:43][CH:42]=2)([C:53]2[CH:58]=[CH:57][CH:56]=[CH:55][CH:54]=2)[C:47]2[CH:52]=[CH:51][CH:50]=[CH:49][CH:48]=2)[N:37]([CH3:59])[N:36]=[CH:35]1. The catalyst class is: 6. (6) Reactant: C[O:2][C:3]([CH:5]1[CH:10]([N:11]([CH2:30][C:31]2[CH:36]=[CH:35][C:34]([F:37])=[CH:33][CH:32]=2)[C:12](=[O:29])[CH2:13][C:14]2[N:15]=[S:16]([CH3:28])(=[O:27])[C:17]3[CH:23]=[C:22]([N+:24]([O-:26])=[O:25])[CH:21]=[CH:20][C:18]=3[N:19]=2)[CH:9]2[O:38][CH:6]1[CH2:7][CH2:8]2)=O.[O-]CC.[Na+]. Product: [F:37][C:34]1[CH:35]=[CH:36][C:31]([CH2:30][N:11]2[C:12](=[O:29])[C:13]([C:14]3[N:15]=[S:16]([CH3:28])(=[O:27])[C:17]4[CH:23]=[C:22]([N+:24]([O-:26])=[O:25])[CH:21]=[CH:20][C:18]=4[N:19]=3)=[C:3]([OH:2])[CH:5]3[CH:10]2[CH:9]2[O:38][CH:6]3[CH2:7][CH2:8]2)=[CH:32][CH:33]=1. The catalyst class is: 8. (7) Reactant: [H-].[Al+3].[Li+].[H-].[H-].[H-].C[O:8][C:9](=O)[CH2:10][CH2:11][C@H:12]1[CH2:17][CH2:16][CH2:15][N:14]([C:18]([O:20][C:21]([CH3:24])([CH3:23])[CH3:22])=[O:19])[CH2:13]1.O.[OH-].[Na+]. Product: [OH:8][CH2:9][CH2:10][CH2:11][C@H:12]1[CH2:17][CH2:16][CH2:15][N:14]([C:18]([O:20][C:21]([CH3:24])([CH3:23])[CH3:22])=[O:19])[CH2:13]1. The catalyst class is: 1. (8) Reactant: [Br:1][C:2]1[CH:7]=[CH:6][C:5]([C:8]2[N:12]([CH2:13][C@@H:14]3[CH2:18][CH2:17][N:16](C(OC(C)(C)C)=O)[CH2:15]3)[C:11](=[O:26])[C:10]3([CH2:31][CH2:30][N:29]([C:32]([O:34][CH3:35])=[O:33])[CH2:28][CH2:27]3)[N:9]=2)=[CH:4][CH:3]=1.[ClH:36]. Product: [Br:1][C:2]1[CH:3]=[CH:4][C:5]([C:8]2[N:12]([CH2:13][C@@H:14]3[CH2:18][CH2:17][NH:16][CH2:15]3)[C:11](=[O:26])[C:10]3([CH2:31][CH2:30][N:29]([C:32]([O:34][CH3:35])=[O:33])[CH2:28][CH2:27]3)[N:9]=2)=[CH:6][CH:7]=1.[ClH:36]. The catalyst class is: 12.